From a dataset of Full USPTO retrosynthesis dataset with 1.9M reactions from patents (1976-2016). Predict the reactants needed to synthesize the given product. (1) The reactants are: [NH2:1][C:2]1[C:3]([NH:11][C:12]2[CH:17]=[CH:16][C:15]([CH2:18][CH2:19][OH:20])=[CH:14][CH:13]=2)=[N:4][C:5]([CH3:10])=[C:6]([Br:9])[C:7]=1[CH3:8].[C:21](Cl)(=[O:26])[CH2:22][CH2:23][CH2:24][CH3:25]. Given the product [C:21]([O:20][CH2:19][CH2:18][C:15]1[CH:16]=[CH:17][C:12]([N:11]2[C:3]3=[N:4][C:5]([CH3:10])=[C:6]([Br:9])[C:7]([CH3:8])=[C:2]3[N:1]=[C:10]2[CH2:5][CH2:6][CH2:7][CH3:2])=[CH:13][CH:14]=1)(=[O:26])[CH2:22][CH2:23][CH2:24][CH3:25], predict the reactants needed to synthesize it. (2) Given the product [CH3:10][C:11]1[CH:16]=[C:15]([C:21]2[CH:28]=[CH:27][C:26]([N+:29]([O-:31])=[O:30])=[CH:25][C:22]=2[C:23]#[N:24])[CH:14]=[CH:13][N:12]=1, predict the reactants needed to synthesize it. The reactants are: O.P([O-])([O-])([O-])=O.[K+].[K+].[K+].[CH3:10][C:11]1[CH:16]=[C:15](B(O)O)[CH:14]=[CH:13][N:12]=1.Br[C:21]1[CH:28]=[CH:27][C:26]([N+:29]([O-:31])=[O:30])=[CH:25][C:22]=1[C:23]#[N:24].C([O-])([O-])=O.[Na+].[Na+]. (3) Given the product [Cl:1][C:2]1[C:3]([F:35])=[CH:4][C:5]([O:33][CH3:34])=[C:6]([C:8]2[C:17]3[C:12](=[CH:13][C:14]([S:18]([NH:46][C:43]4[CH:44]=[CH:45][O:41][N:42]=4)(=[O:19])=[O:20])=[CH:15][CH:16]=3)[CH:11]=[CH:10][N:9]=2)[CH:7]=1, predict the reactants needed to synthesize it. The reactants are: [Cl:1][C:2]1[C:3]([F:35])=[CH:4][C:5]([O:33][CH3:34])=[C:6]([C:8]2[C:17]3[C:12](=[CH:13][C:14]([S:18](OC4C(F)=C(F)C(F)=C(F)C=4F)(=[O:20])=[O:19])=[CH:15][CH:16]=3)[CH:11]=[CH:10][N:9]=2)[CH:7]=1.C1COCC1.[O:41]1[CH:45]=[CH:44][C:43]([NH2:46])=[N:42]1.C[Si]([N-][Si](C)(C)C)(C)C.[Li+]. (4) Given the product [CH2:1]([N:3]([CH3:12])[C:4]1[CH:11]=[CH:10][C:7]([C:8](=[S:14])[NH2:9])=[CH:6][CH:5]=1)[CH3:2], predict the reactants needed to synthesize it. The reactants are: [CH2:1]([N:3]([CH3:12])[C:4]1[CH:11]=[CH:10][C:7]([C:8]#[N:9])=[CH:6][CH:5]=1)[CH3:2].P12(SP3(SP(SP(S3)(S1)=S)(=S)S2)=S)=[S:14]. (5) Given the product [CH2:36]([Si:35]([CH2:40][CH3:41])([CH2:38][CH3:39])[O:27][CH:22]1[CH2:23][CH2:24][C@@:25]2([CH3:26])[C:20](=[CH:19][CH:18]=[C:17]3[C@@H:16]2[CH2:15][CH2:14][C@@:13]2([CH3:28])[C@H:12]3[CH2:11][CH2:10][C@@H:9]2[C@@H:2]([CH3:1])[CH2:3][CH2:4][CH2:5][CH:6]([CH3:7])[CH3:8])[CH2:21]1)[CH3:37], predict the reactants needed to synthesize it. The reactants are: [CH3:1][C@@H:2]([C@@H:9]1[C@@:13]2([CH3:28])[CH2:14][CH2:15][CH2:16]/[C:17](=[CH:18]\[CH:19]=[C:20]3\[CH2:21][C@@H:22]([OH:27])[CH2:23][CH2:24][C:25]\3=[CH2:26])/[C@@H:12]2[CH2:11][CH2:10]1)[CH2:3][CH2:4][CH2:5][CH:6]([CH3:8])[CH3:7].N1C=CN=C1.Cl[Si:35]([CH2:40][CH3:41])([CH2:38][CH3:39])[CH2:36][CH3:37].[Cl-].[NH4+]. (6) Given the product [NH2:17][C:10]1[CH:9]=[C:8]2[C:13]([C:14](=[O:16])[NH:15][C:6]([CH2:5][C:4]3[CH:20]=[CH:21][C:22]([Cl:23])=[C:2]([Cl:1])[CH:3]=3)=[N:7]2)=[CH:12][CH:11]=1, predict the reactants needed to synthesize it. The reactants are: [Cl:1][C:2]1[CH:3]=[C:4]([CH:20]=[CH:21][C:22]=1[Cl:23])[CH2:5][C:6]1[NH:15][C:14](=[O:16])[C:13]2[C:8](=[CH:9][C:10]([N+:17]([O-])=O)=[CH:11][CH:12]=2)[N:7]=1. (7) The reactants are: [OH:1][C:2]1[CH:3]=[CH:4][C:5]2[O:10][CH2:9][C:8](=[O:11])[NH:7][C:6]=2[CH:12]=1.C(=O)([O-])[O-].[Cs+].[Cs+].[N+](C1C=CC=CC=1S(O[C@@H:32]1[CH2:36][CH2:35][N:34]([C:37]([O:39][C:40]([CH3:43])([CH3:42])[CH3:41])=[O:38])[CH2:33]1)(=O)=O)([O-])=O. Given the product [O:11]=[C:8]1[NH:7][C:6]2[CH:12]=[C:2]([O:1][C@H:36]3[CH2:32][CH2:33][N:34]([C:37]([O:39][C:40]([CH3:43])([CH3:42])[CH3:41])=[O:38])[CH2:35]3)[CH:3]=[CH:4][C:5]=2[O:10][CH2:9]1, predict the reactants needed to synthesize it.